This data is from NCI-60 drug combinations with 297,098 pairs across 59 cell lines. The task is: Regression. Given two drug SMILES strings and cell line genomic features, predict the synergy score measuring deviation from expected non-interaction effect. (1) Drug 1: CC1CCC2CC(C(=CC=CC=CC(CC(C(=O)C(C(C(=CC(C(=O)CC(OC(=O)C3CCCCN3C(=O)C(=O)C1(O2)O)C(C)CC4CCC(C(C4)OC)O)C)C)O)OC)C)C)C)OC. Drug 2: CC1=C(C(=CC=C1)Cl)NC(=O)C2=CN=C(S2)NC3=CC(=NC(=N3)C)N4CCN(CC4)CCO. Cell line: SK-OV-3. Synergy scores: CSS=28.9, Synergy_ZIP=-4.85, Synergy_Bliss=-1.18, Synergy_Loewe=-0.243, Synergy_HSA=1.80. (2) Cell line: SW-620. Drug 1: CN(C)N=NC1=C(NC=N1)C(=O)N. Synergy scores: CSS=3.70, Synergy_ZIP=3.83, Synergy_Bliss=10.3, Synergy_Loewe=4.82, Synergy_HSA=4.82. Drug 2: CC1=CC=C(C=C1)C2=CC(=NN2C3=CC=C(C=C3)S(=O)(=O)N)C(F)(F)F. (3) Cell line: NCIH23. Synergy scores: CSS=16.5, Synergy_ZIP=-1.61, Synergy_Bliss=8.42, Synergy_Loewe=7.34, Synergy_HSA=7.50. Drug 1: CS(=O)(=O)C1=CC(=C(C=C1)C(=O)NC2=CC(=C(C=C2)Cl)C3=CC=CC=N3)Cl. Drug 2: CN1C2=C(C=C(C=C2)N(CCCl)CCCl)N=C1CCCC(=O)O.Cl.